Predict the product of the given reaction. From a dataset of Forward reaction prediction with 1.9M reactions from USPTO patents (1976-2016). (1) Given the reactants [CH2:1]([O:8][C:9]([NH:11][CH2:12][CH2:13][CH2:14][CH2:15][CH2:16][CH2:17][CH2:18][CH2:19][CH2:20][CH2:21][C:22]([OH:24])=[O:23])=[O:10])[C:2]1[CH:7]=[CH:6][CH:5]=[CH:4][CH:3]=1.[C:25]([O-])([O-])=O.[Cs+].[Cs+].CI, predict the reaction product. The product is: [CH2:1]([O:8][C:9]([NH:11][CH2:12][CH2:13][CH2:14][CH2:15][CH2:16][CH2:17][CH2:18][CH2:19][CH2:20][CH2:21][C:22]([O:24][CH3:25])=[O:23])=[O:10])[C:2]1[CH:3]=[CH:4][CH:5]=[CH:6][CH:7]=1. (2) Given the reactants [H-].[Na+].[Cl:3][C:4]1[CH:5]=[C:6]([N:10]2[CH:14]=[C:13]([CH2:15][OH:16])[N:12]=[N:11]2)[CH:7]=[CH:8][CH:9]=1.[CH:17]1([N:20]2[C:24](S(C)(=O)=O)=[N:23][N:22]=[C:21]2[C:29]2[CH:34]=[CH:33][N:32]=[CH:31][CH:30]=2)[CH2:19][CH2:18]1, predict the reaction product. The product is: [Cl:3][C:4]1[CH:5]=[C:6]([N:10]2[CH:14]=[C:13]([CH2:15][O:16][C:24]3[N:20]([CH:17]4[CH2:19][CH2:18]4)[C:21]([C:29]4[CH:30]=[CH:31][N:32]=[CH:33][CH:34]=4)=[N:22][N:23]=3)[N:12]=[N:11]2)[CH:7]=[CH:8][CH:9]=1. (3) Given the reactants [CH2:1]([N:3]1[CH2:8][CH2:7][N:6]([C:9]2[C:18]3[C:13](=[CH:14][CH:15]=[CH:16][CH:17]=3)[CH:12]=[C:11]([C:19]3[CH:24]=[CH:23][C:22]([O:25]C)=[CH:21][CH:20]=3)[N:10]=2)[CH2:5][CH2:4]1)[CH3:2], predict the reaction product. The product is: [CH2:1]([N:3]1[CH2:4][CH2:5][N:6]([C:9]2[C:18]3[C:13](=[CH:14][CH:15]=[CH:16][CH:17]=3)[CH:12]=[C:11]([C:19]3[CH:20]=[CH:21][C:22]([OH:25])=[CH:23][CH:24]=3)[N:10]=2)[CH2:7][CH2:8]1)[CH3:2]. (4) Given the reactants [F:1][C:2]1[CH:7]=[C:6]([N+:8]([O-])=O)[CH:5]=[CH:4][C:3]=1[N:11]1[CH2:16][CH2:15][N:14]([C:17]([O:19][C:20]([CH3:23])([CH3:22])[CH3:21])=[O:18])[CH2:13][C@@H:12]1[CH3:24].[H][H], predict the reaction product. The product is: [NH2:8][C:6]1[CH:5]=[CH:4][C:3]([N:11]2[CH2:16][CH2:15][N:14]([C:17]([O:19][C:20]([CH3:22])([CH3:21])[CH3:23])=[O:18])[CH2:13][C@@H:12]2[CH3:24])=[C:2]([F:1])[CH:7]=1. (5) Given the reactants Br[C:2]1[CH:7]=[C:6]([CH3:8])[C:5]([Br:9])=[CH:4][C:3]=1[CH3:10].[Li]CCCC.CN([CH:19]=[O:20])C, predict the reaction product. The product is: [Br:9][C:5]1[C:6]([CH3:8])=[CH:7][C:2]([CH:19]=[O:20])=[C:3]([CH3:10])[CH:4]=1. (6) Given the reactants [OH:1][CH2:2][CH:3]1[CH2:7][N:6]([C:8]2[CH:9]=[N:10][N:11]3[CH2:16][C@H:15]([CH3:17])[NH:14][CH2:13][C:12]=23)[C:5](=[O:18])[CH2:4]1.N1C=CN=C1.[CH3:24][C:25]([Si:28](Cl)([CH3:30])[CH3:29])([CH3:27])[CH3:26], predict the reaction product. The product is: [Si:28]([O:1][CH2:2][CH:3]1[CH2:7][N:6]([C:8]2[CH:9]=[N:10][N:11]3[CH2:16][C@H:15]([CH3:17])[NH:14][CH2:13][C:12]=23)[C:5](=[O:18])[CH2:4]1)([C:25]([CH3:27])([CH3:26])[CH3:24])([CH3:30])[CH3:29]. (7) Given the reactants [Cl:1][C:2]1[CH:7]=[CH:6][C:5]([S:8]([C:11]2([C:26]3[CH:31]=[C:30]([F:32])[CH:29]=[CH:28][C:27]=3[F:33])[CH2:16][CH2:15][CH:14]([NH:17][S:18]([N:21]3[CH2:24][C:23](=O)[CH2:22]3)(=[O:20])=[O:19])[CH2:13][CH2:12]2)(=[O:10])=[O:9])=[CH:4][CH:3]=1.Cl.[CH3:35][NH:36][CH3:37].C([BH3-])#N.[Na+].C([O-])(=O)C.[Na+], predict the reaction product. The product is: [Cl:1][C:2]1[CH:7]=[CH:6][C:5]([S:8]([C:11]2([C:26]3[CH:31]=[C:30]([F:32])[CH:29]=[CH:28][C:27]=3[F:33])[CH2:16][CH2:15][CH:14]([NH:17][S:18]([N:21]3[CH2:24][CH:23]([N:36]([CH3:37])[CH3:35])[CH2:22]3)(=[O:20])=[O:19])[CH2:13][CH2:12]2)(=[O:10])=[O:9])=[CH:4][CH:3]=1.